Predict which catalyst facilitates the given reaction. From a dataset of Catalyst prediction with 721,799 reactions and 888 catalyst types from USPTO. (1) Reactant: [Cl:1][C:2]1[N:7]=[C:6]([N:8]2[CH2:13][CH2:12][CH:11](O)[CH2:10][CH2:9]2)[CH:5]=[N:4][CH:3]=1.[C:15]1(=[O:25])[NH:19][C:18](=[O:20])[C:17]2=[CH:21][CH:22]=[CH:23][CH:24]=[C:16]12.C1(P(C2C=CC=CC=2)C2C=CC=CC=2)C=CC=CC=1.N(C(OC(C)C)=O)=NC(OC(C)C)=O. Product: [Cl:1][C:2]1[N:7]=[C:6]([N:8]2[CH2:13][CH2:12][CH:11]([N:19]3[C:15](=[O:25])[C:16]4[C:17](=[CH:21][CH:22]=[CH:23][CH:24]=4)[C:18]3=[O:20])[CH2:10][CH2:9]2)[CH:5]=[N:4][CH:3]=1. The catalyst class is: 1. (2) Reactant: [CH:1]1[C:9]([NH2:10])=[CH:8][C:7]2[CH2:11][CH2:12][N:5]3[C:6]=2[C:2]=1[C:3]1[CH2:17][CH2:16][CH2:15][CH2:14][CH2:13][C:4]=13.[C:18]1([CH2:24][C:25](Cl)=[O:26])[CH:23]=[CH:22][CH:21]=[CH:20][CH:19]=1. Product: [CH:1]1[C:9]([NH:10][C:25](=[O:26])[CH2:24][C:18]2[CH:23]=[CH:22][CH:21]=[CH:20][CH:19]=2)=[CH:8][C:7]2[CH2:11][CH2:12][N:5]3[C:6]=2[C:2]=1[C:3]1[CH2:17][CH2:16][CH2:15][CH2:14][CH2:13][C:4]=13. The catalyst class is: 68.